This data is from Catalyst prediction with 721,799 reactions and 888 catalyst types from USPTO. The task is: Predict which catalyst facilitates the given reaction. (1) Reactant: C([O-])=O.[NH4+].Cl[C:6]1[N:11]=[C:10]2[N:12]([CH2:16][CH3:17])[C:13]([NH2:15])=[N:14][C:9]2=[CH:8][CH:7]=1. Product: [CH2:16]([N:12]1[C:10]2=[N:11][CH:6]=[CH:7][CH:8]=[C:9]2[N:14]=[C:13]1[NH2:15])[CH3:17]. The catalyst class is: 29. (2) Reactant: [Br:1][C:2]1[C:3]([F:9])=[C:4]([CH:6]=[CH:7][CH:8]=1)[NH2:5].N1C=CC=CC=1.[CH2:16]([S:19](Cl)(=[O:21])=[O:20])[CH2:17][CH3:18]. Product: [Br:1][C:2]1[C:3]([F:9])=[C:4]([NH:5][S:19]([CH2:16][CH2:17][CH3:18])(=[O:21])=[O:20])[CH:6]=[CH:7][CH:8]=1. The catalyst class is: 34. (3) Reactant: [Cl:1][C:2]1[N:3]=[C:4](Cl)[C:5]2[CH2:10][CH2:9][C:8]([CH3:12])([CH3:11])[C:6]=2[N:7]=1.C(N(CC)C(C)C)(C)C.[CH:23]([C:26]1[CH:30]=[C:29]([NH2:31])[NH:28][N:27]=1)([CH3:25])[CH3:24]. Product: [Cl:1][C:2]1[N:3]=[C:4]([NH:31][C:29]2[NH:28][N:27]=[C:26]([CH:23]([CH3:25])[CH3:24])[CH:30]=2)[C:5]2[CH2:10][CH2:9][C:8]([CH3:12])([CH3:11])[C:6]=2[N:7]=1. The catalyst class is: 32. (4) Reactant: C([O:5][C:6]([C:8]1[C:13]([NH:14][C:15]2[CH:20]=[CH:19][C:18]([Br:21])=[CH:17][C:16]=2[F:22])=[CH:12][C:11]([NH2:24])(Cl)[NH:10][N:9]=1)=[O:7])(C)(C)C.Cl[CH2:26][CH:27]=O. Product: [Br:21][C:18]1[CH:19]=[CH:20][C:15]([NH:14][C:13]2[C:8]([C:6]([OH:5])=[O:7])=[N:9][N:10]3[CH:26]=[CH:27][N:24]=[C:11]3[CH:12]=2)=[C:16]([F:22])[CH:17]=1. The catalyst class is: 8. (5) Reactant: [Cl:1][C:2]1[CH:11]=[C:10](F)[C:9]([F:13])=[CH:8][C:3]=1[C:4]([O:6][CH3:7])=[O:5].[OH:14][CH2:15][CH:16]1[CH2:20][O:19][C:18]([CH3:22])([CH3:21])[N:17]1[C:23]([O:25][C:26]([CH3:29])([CH3:28])[CH3:27])=[O:24].[H-].[Na+]. Product: [Cl:1][C:2]1[C:3]([C:4]([O:6][CH3:7])=[O:5])=[CH:8][C:9]([F:13])=[C:10]([CH:11]=1)[O:14][CH2:15][CH:16]1[CH2:20][O:19][C:18]([CH3:21])([CH3:22])[N:17]1[C:23]([O:25][C:26]([CH3:29])([CH3:28])[CH3:27])=[O:24]. The catalyst class is: 3.